This data is from NCI-60 drug combinations with 297,098 pairs across 59 cell lines. The task is: Regression. Given two drug SMILES strings and cell line genomic features, predict the synergy score measuring deviation from expected non-interaction effect. (1) Drug 1: C1C(C(OC1N2C=C(C(=O)NC2=O)F)CO)O. Drug 2: CCC1(CC2CC(C3=C(CCN(C2)C1)C4=CC=CC=C4N3)(C5=C(C=C6C(=C5)C78CCN9C7C(C=CC9)(C(C(C8N6C)(C(=O)OC)O)OC(=O)C)CC)OC)C(=O)OC)O.OS(=O)(=O)O. Cell line: SNB-19. Synergy scores: CSS=27.5, Synergy_ZIP=-8.10, Synergy_Bliss=-2.71, Synergy_Loewe=-6.15, Synergy_HSA=-2.21. (2) Drug 1: CC(C1=C(C=CC(=C1Cl)F)Cl)OC2=C(N=CC(=C2)C3=CN(N=C3)C4CCNCC4)N. Drug 2: CC(C)(C#N)C1=CC(=CC(=C1)CN2C=NC=N2)C(C)(C)C#N. Cell line: UACC-257. Synergy scores: CSS=2.62, Synergy_ZIP=0.596, Synergy_Bliss=2.38, Synergy_Loewe=2.47, Synergy_HSA=1.32.